Dataset: Retrosynthesis with 50K atom-mapped reactions and 10 reaction types from USPTO. Task: Predict the reactants needed to synthesize the given product. (1) Given the product CC(C)(COCc1ccccc1)C(N)=O, predict the reactants needed to synthesize it. The reactants are: CC(C)(COCc1ccccc1)C(=O)O.CCN(CC)CC. (2) Given the product COc1cc2c(cc1Br)CCN=C2, predict the reactants needed to synthesize it. The reactants are: COc1ccc(CCNC=O)cc1Br. (3) Given the product O=S(=O)(NCCCN1c2ccc(Cl)cc2CCc2cc(Cl)ccc21)c1ccc(Cl)cc1, predict the reactants needed to synthesize it. The reactants are: NCCCN1c2ccc(Cl)cc2CCc2cc(Cl)ccc21.O=S(=O)(Cl)c1ccc(Cl)cc1. (4) Given the product c1ccc(Nc2ccc3c(-c4ccccc4)n[nH]c3c2)cc1, predict the reactants needed to synthesize it. The reactants are: CC(C)(C)OC(=O)n1nc(-c2ccccc2)c2ccc(Nc3ccccc3)cc21. (5) Given the product COC(=O)/C=C/c1ccc(OCc2c(-c3ccc(Cl)cc3)nsc2C(F)(F)F)cc1C=O, predict the reactants needed to synthesize it. The reactants are: C=CC(=O)OC.O=Cc1cc(OCc2c(-c3ccc(Cl)cc3)nsc2C(F)(F)F)ccc1Br. (6) Given the product C[C@@H](c1ccccc1)N1CC[C@@H](C2(NC(=O)OC(C)(C)C)CC2)C1, predict the reactants needed to synthesize it. The reactants are: C[C@@H](c1ccccc1)N1C[C@H](C2(NC(=O)OC(C)(C)C)CC2)CC1=O. (7) Given the product O=Cc1cc(-c2ccsc2)ccc1F, predict the reactants needed to synthesize it. The reactants are: O=Cc1cc(Br)ccc1F.OB(O)c1ccsc1. (8) Given the product CC(C)Cn1c(N2CCN(C(=O)C[C@@H](C)O)[C@@H](C)C2)nc2c(N3CCOCC3)nc(-c3cnc(N)nc3)nc21, predict the reactants needed to synthesize it. The reactants are: CC(C)Cn1c(N2CCN[C@@H](C)C2)nc2c(N3CCOCC3)nc(-c3cnc(N)nc3)nc21.C[C@@H](O)CC(=O)O. (9) Given the product O=CCCc1cn(C(c2ccccc2)(c2ccccc2)c2ccccc2)cn1, predict the reactants needed to synthesize it. The reactants are: OCCCc1cn(C(c2ccccc2)(c2ccccc2)c2ccccc2)cn1.